This data is from NCI-60 drug combinations with 297,098 pairs across 59 cell lines. The task is: Regression. Given two drug SMILES strings and cell line genomic features, predict the synergy score measuring deviation from expected non-interaction effect. (1) Drug 1: CC12CCC3C(C1CCC2=O)CC(=C)C4=CC(=O)C=CC34C. Drug 2: C1=NC(=NC(=O)N1C2C(C(C(O2)CO)O)O)N. Cell line: MOLT-4. Synergy scores: CSS=66.2, Synergy_ZIP=-0.487, Synergy_Bliss=1.26, Synergy_Loewe=-1.73, Synergy_HSA=0.572. (2) Drug 1: CC1=C(C=C(C=C1)NC(=O)C2=CC=C(C=C2)CN3CCN(CC3)C)NC4=NC=CC(=N4)C5=CN=CC=C5. Drug 2: C1CN1C2=NC(=NC(=N2)N3CC3)N4CC4. Cell line: OVCAR-5. Synergy scores: CSS=36.8, Synergy_ZIP=-4.23, Synergy_Bliss=-2.12, Synergy_Loewe=-19.3, Synergy_HSA=-2.22. (3) Drug 1: C1C(C(OC1N2C=NC3=C(N=C(N=C32)Cl)N)CO)O. Drug 2: COCCOC1=C(C=C2C(=C1)C(=NC=N2)NC3=CC=CC(=C3)C#C)OCCOC.Cl. Cell line: KM12. Synergy scores: CSS=37.4, Synergy_ZIP=-5.17, Synergy_Bliss=-5.65, Synergy_Loewe=-26.8, Synergy_HSA=-4.52. (4) Drug 1: C1=C(C(=O)NC(=O)N1)N(CCCl)CCCl. Drug 2: CC1CCCC2(C(O2)CC(NC(=O)CC(C(C(=O)C(C1O)C)(C)C)O)C(=CC3=CSC(=N3)C)C)C. Cell line: HT29. Synergy scores: CSS=22.7, Synergy_ZIP=-8.92, Synergy_Bliss=-0.837, Synergy_Loewe=-3.39, Synergy_HSA=-0.954. (5) Drug 1: C1CCC(C1)C(CC#N)N2C=C(C=N2)C3=C4C=CNC4=NC=N3. Drug 2: C1=CC(=CC=C1CCC2=CNC3=C2C(=O)NC(=N3)N)C(=O)NC(CCC(=O)O)C(=O)O. Cell line: SN12C. Synergy scores: CSS=25.8, Synergy_ZIP=0.513, Synergy_Bliss=2.77, Synergy_Loewe=0.663, Synergy_HSA=5.50. (6) Drug 1: CCC(=C(C1=CC=CC=C1)C2=CC=C(C=C2)OCCN(C)C)C3=CC=CC=C3.C(C(=O)O)C(CC(=O)O)(C(=O)O)O. Drug 2: CNC(=O)C1=NC=CC(=C1)OC2=CC=C(C=C2)NC(=O)NC3=CC(=C(C=C3)Cl)C(F)(F)F. Cell line: T-47D. Synergy scores: CSS=8.18, Synergy_ZIP=-3.02, Synergy_Bliss=0.909, Synergy_Loewe=-4.11, Synergy_HSA=-0.156. (7) Drug 1: CN(C)C1=NC(=NC(=N1)N(C)C)N(C)C. Drug 2: CC1=C2C(C(=O)C3(C(CC4C(C3C(C(C2(C)C)(CC1OC(=O)C(C(C5=CC=CC=C5)NC(=O)C6=CC=CC=C6)O)O)OC(=O)C7=CC=CC=C7)(CO4)OC(=O)C)O)C)OC(=O)C. Cell line: PC-3. Synergy scores: CSS=41.3, Synergy_ZIP=-1.60, Synergy_Bliss=-2.49, Synergy_Loewe=-77.6, Synergy_HSA=-3.18.